Task: Predict which catalyst facilitates the given reaction.. Dataset: Catalyst prediction with 721,799 reactions and 888 catalyst types from USPTO Reactant: I[C:2]1[CH:7]=[C:6]([I:8])[N:5]=[CH:4][N:3]=1.[C:9]1([CH2:15][CH:16]([NH2:30])[C:17]2[N:21]([CH2:22][O:23][CH2:24][CH2:25][Si:26]([CH3:29])([CH3:28])[CH3:27])[N:20]=[N:19][N:18]=2)[CH:14]=[CH:13][CH:12]=[CH:11][CH:10]=1.C(O)C.C(N(CC)C(C)C)(C)C. Product: [I:8][C:6]1[N:5]=[CH:4][N:3]=[C:2]([NH:30][CH:16]([C:17]2[N:21]([CH2:22][O:23][CH2:24][CH2:25][Si:26]([CH3:27])([CH3:29])[CH3:28])[N:20]=[N:19][N:18]=2)[CH2:15][C:9]2[CH:10]=[CH:11][CH:12]=[CH:13][CH:14]=2)[CH:7]=1. The catalyst class is: 69.